Dataset: Catalyst prediction with 721,799 reactions and 888 catalyst types from USPTO. Task: Predict which catalyst facilitates the given reaction. (1) Reactant: [CH3:1][O:2][C:3]([C:5]1[CH:6]=[CH:7][C:8](=NO)[C:9]2[C:13]=1[N:12]([CH3:14])[NH:11][C:10]=2C)=[O:4].ClN1C(=[O:24])CCC1=O.[Cl:26][C:27]1[CH:32]=[C:31]([C:33]([C:35]([F:38])([F:37])[F:36])=[CH2:34])[CH:30]=[C:29]([Cl:39])[CH:28]=1.C([N:42]([CH2:45]C)CC)C. Product: [CH3:1][O:2][C:3]([C:5]1[CH:6]=[CH:7][C:8]([C:45]2[CH2:34][C:33]([C:31]3[CH:32]=[C:27]([Cl:26])[CH:28]=[C:29]([Cl:39])[CH:30]=3)([C:35]([F:36])([F:37])[F:38])[O:24][N:42]=2)=[C:9]2[C:13]=1[N:12]([CH3:14])[N:11]=[CH:10]2)=[O:4]. The catalyst class is: 35. (2) Reactant: [ClH:1].[NH:2]1[C:10]2[C:5](=[CH:6][CH:7]=[CH:8][CH:9]=2)[C:4]([CH2:11][C@H:12]([NH:16][CH2:17][CH2:18][CH3:19])[CH2:13][CH2:14][CH3:15])=[CH:3]1. Product: [ClH:1].[NH:2]1[C:10]2[C:5](=[CH:6][CH:7]=[CH:8][CH:9]=2)[C:4]([CH2:11][C@H:12]([NH:16][CH2:17][CH2:18][CH3:19])[CH2:13][CH2:14][CH3:15])=[CH:3]1. The catalyst class is: 27. (3) Reactant: F[C:2]1[CH:9]=[CH:8][C:5]([CH:6]=[O:7])=[CH:4][C:3]=1[O:10][CH3:11].[N:12]1([C:18]([O:20][C:21]([CH3:24])([CH3:23])[CH3:22])=[O:19])[CH2:17][CH2:16][NH:15][CH2:14][CH2:13]1.C(=O)([O-])[O-].[K+].[K+].O. Product: [CH:6]([C:5]1[CH:8]=[CH:9][C:2]([N:15]2[CH2:14][CH2:13][N:12]([C:18]([O:20][C:21]([CH3:24])([CH3:23])[CH3:22])=[O:19])[CH2:17][CH2:16]2)=[C:3]([O:10][CH3:11])[CH:4]=1)=[O:7]. The catalyst class is: 16. (4) Reactant: Br[CH2:2][C:3]1[CH:8]=[CH:7][C:6]([N+:9]([O-:11])=[O:10])=[CH:5][C:4]=1[F:12].[C:13]1(=[O:23])[NH:17][C:16](=[O:18])[C:15]2=[CH:19][CH:20]=[CH:21][CH:22]=[C:14]12.[K]. Product: [F:12][C:4]1[CH:5]=[C:6]([N+:9]([O-:11])=[O:10])[CH:7]=[CH:8][C:3]=1[CH2:2][N:17]1[C:13](=[O:23])[C:14]2[C:15](=[CH:19][CH:20]=[CH:21][CH:22]=2)[C:16]1=[O:18]. The catalyst class is: 42. (5) Reactant: [CH3:1][O:2][C:3]1[CH:9]=[CH:8][CH:7]=[C:5]([OH:6])[C:4]=1[OH:10].[C:11]1(=O)[CH2:15][CH2:14][CH2:13][CH2:12]1.C([O-])([O-])OC.O.C1(C)C=CC(S(O)(=O)=O)=CC=1.[OH-].[Na+]. Product: [CH3:1][O:2][C:3]1[C:4]2[O:10][C:11]3([O:6][C:5]=2[CH:7]=[CH:8][CH:9]=1)[CH2:15][CH2:14][CH2:13][CH2:12]3. The catalyst class is: 48.